This data is from Full USPTO retrosynthesis dataset with 1.9M reactions from patents (1976-2016). The task is: Predict the reactants needed to synthesize the given product. (1) Given the product [CH2:6]([N:8]1[C:20]2[CH:19]=[CH:18][C:17]([CH:28]=[O:29])=[CH:16][C:15]=2[C:14]2[C:9]1=[CH:10][CH:11]=[C:12]([CH:21]=[O:24])[CH:13]=2)[CH3:7], predict the reactants needed to synthesize it. The reactants are: P(Cl)(Cl)(Cl)=O.[CH2:6]([N:8]1[C:20]2[CH:19]=[CH:18][CH:17]=[CH:16][C:15]=2[C:14]2[C:9]1=[CH:10][CH:11]=[CH:12][CH:13]=2)[CH3:7].[C:21]([O-:24])(=O)C.[Na+].CN(C)[CH:28]=[O:29]. (2) The reactants are: [NH2:1][C:2]1[S:3][CH:4]=[C:5]([CH2:7][OH:8])[N:6]=1.C([O-])([O-])=O.[K+].[K+].Cl[C:16]1[C:25]2[C:24](=[O:26])[N:23]([CH3:27])[CH:22]=[N:21][C:20]=2[CH:19]=[C:18]([Cl:28])[N:17]=1. Given the product [Cl:28][C:18]1[N:17]=[C:16]([NH:1][C:2]2[S:3][CH:4]=[C:5]([CH2:7][OH:8])[N:6]=2)[C:25]2[C:24](=[O:26])[N:23]([CH3:27])[CH:22]=[N:21][C:20]=2[CH:19]=1, predict the reactants needed to synthesize it. (3) Given the product [C:65]([C:62]1[CH:63]=[CH:64][C:59]([C:54]2[CH:55]=[CH:56][C:57]3[NH:58][C:26]([C@@H:2]([NH:1][C:29](=[O:30])[O:31][C:32]([CH3:35])([CH3:34])[CH3:33])[CH2:3][C:4](=[O:25])[NH:5][C:6]([C:7]4[CH:12]=[CH:11][CH:10]=[CH:9][CH:8]=4)([C:19]4[CH:20]=[CH:21][CH:22]=[CH:23][CH:24]=4)[C:13]4[CH:14]=[CH:15][CH:16]=[CH:17][CH:18]=4)=[N:51][C:52]=3[CH:53]=2)=[CH:60][C:61]=1[F:67])#[N:66], predict the reactants needed to synthesize it. The reactants are: [NH:1]([C:29]([O:31][C:32]([CH3:35])([CH3:34])[CH3:33])=[O:30])[C@H:2]([C:26](O)=O)[CH2:3][C:4](=[O:25])[NH:5][C:6]([C:19]1[CH:24]=[CH:23][CH:22]=[CH:21][CH:20]=1)([C:13]1[CH:18]=[CH:17][CH:16]=[CH:15][CH:14]=1)[C:7]1[CH:12]=[CH:11][CH:10]=[CH:9][CH:8]=1.CN1CCOCC1.ClC(OCC(C)C)=O.[NH2:51][C:52]1[CH:53]=[C:54]([C:59]2[CH:64]=[CH:63][C:62]([C:65]#[N:66])=[C:61]([F:67])[CH:60]=2)[CH:55]=[CH:56][C:57]=1[NH2:58]. (4) Given the product [NH2:1][C:4]1[CH:5]=[CH:6][C:7]([CH:10]2[CH2:11][CH2:12][N:13]([C:15]([O:17][C:18]([CH3:21])([CH3:20])[CH3:19])=[O:16])[CH2:14]2)=[CH:8][CH:9]=1, predict the reactants needed to synthesize it. The reactants are: [N+:1]([C:4]1[CH:9]=[CH:8][C:7]([C:10]2[CH2:11][CH2:12][N:13]([C:15]([O:17][C:18]([CH3:21])([CH3:20])[CH3:19])=[O:16])[CH:14]=2)=[CH:6][CH:5]=1)([O-])=O. (5) Given the product [CH3:28][O:29][C:30](=[O:39])[C:31]1[CH:36]=[CH:35][C:34]([O:15][CH2:14][CH:13]([N:12]2[C:11]3[CH:22]=[C:23]([F:27])[C:24]([F:26])=[CH:25][C:10]=3[N:9]=[C:8]2[C:5]2[CH:6]=[CH:7][C:2]([Cl:1])=[CH:3][CH:4]=2)[CH:16]2[CH2:17][CH2:18][CH2:19][CH2:20][CH2:21]2)=[C:33]([F:38])[CH:32]=1, predict the reactants needed to synthesize it. The reactants are: [Cl:1][C:2]1[CH:7]=[CH:6][C:5]([C:8]2[N:12]([CH:13]([CH:16]3[CH2:21][CH2:20][CH2:19][CH2:18][CH2:17]3)[CH2:14][OH:15])[C:11]3[CH:22]=[C:23]([F:27])[C:24]([F:26])=[CH:25][C:10]=3[N:9]=2)=[CH:4][CH:3]=1.[CH3:28][O:29][C:30](=[O:39])[C:31]1[CH:36]=[CH:35][C:34](O)=[C:33]([F:38])[CH:32]=1.N(C(OC(C)(C)C)=O)=NC(OC(C)(C)C)=O. (6) The reactants are: [CH2:1]([OH:4])[CH:2]=[CH2:3].[H-].[Na+].[CH3:7][O:8][CH2:9][O:10][C:11]1[CH:12]=[N:13][CH:14]=[CH:15][C:16]=1Cl. Given the product [CH3:7][O:8][CH2:9][O:10][C:11]1[CH:12]=[N:13][CH:14]=[CH:15][C:16]=1[O:4][CH2:1][CH:2]=[CH2:3], predict the reactants needed to synthesize it.